From a dataset of Peptide-MHC class I binding affinity with 185,985 pairs from IEDB/IMGT. Regression. Given a peptide amino acid sequence and an MHC pseudo amino acid sequence, predict their binding affinity value. This is MHC class I binding data. (1) The peptide sequence is MFAVGTWMM. The MHC is HLA-A68:02 with pseudo-sequence HLA-A68:02. The binding affinity (normalized) is 0.0847. (2) The peptide sequence is SKVFFGPIY. The MHC is HLA-B15:03 with pseudo-sequence HLA-B15:03. The binding affinity (normalized) is 0.997.